This data is from Forward reaction prediction with 1.9M reactions from USPTO patents (1976-2016). The task is: Predict the product of the given reaction. (1) Given the reactants [CH2:1]([CH2:3][NH2:4])[OH:2].C(=O)([O-])[O-].[K+].[K+].[Br:11][C:12]1[CH:21]=[CH:20][C:15]([C:16]([O:18][CH3:19])=[O:17])=[CH:14][C:13]=1[CH2:22]Br, predict the reaction product. The product is: [Br:11][C:12]1[CH:21]=[CH:20][C:15]([C:16]([O:18][CH3:19])=[O:17])=[CH:14][C:13]=1[CH2:22][NH:4][CH2:3][CH2:1][OH:2]. (2) Given the reactants [Cl:1][C:2]1[CH:7]=[CH:6][C:5]([CH:8]2[N:12]([C:13]3[CH:14]=[C:15]([CH3:23])[C:16]4[N:17]([C:19]([CH3:22])=[N:20][N:21]=4)[CH:18]=3)[C:11](=[O:24])[CH:10]([C:25](=O)[C:26]3[CH:31]=[CH:30][CH:29]=[N:28][C:27]=3[O:32][CH3:33])[C:9]2=O)=[CH:4][CH:3]=1.[CH3:36][NH:37][NH2:38], predict the reaction product. The product is: [Cl:1][C:2]1[CH:7]=[CH:6][C:5]([CH:8]2[C:9]3[N:37]([CH3:36])[N:38]=[C:25]([C:26]4[C:27]([O:32][CH3:33])=[N:28][CH:29]=[CH:30][CH:31]=4)[C:10]=3[C:11](=[O:24])[N:12]2[C:13]2[CH:14]=[C:15]([CH3:23])[C:16]3[N:17]([C:19]([CH3:22])=[N:20][N:21]=3)[CH:18]=2)=[CH:4][CH:3]=1. (3) Given the reactants [CH3:1][NH:2][S:3]([C:6]1[CH:32]=[CH:31][C:9]([CH2:10][NH:11][C:12]([C:14]2[C:15]3[CH:16]=[N:17][N:18]([C:24]4[CH:29]=[CH:28][C:27]([F:30])=[CH:26][CH:25]=4)[C:19]=3[CH:20]=[C:21](Br)[CH:22]=2)=[O:13])=[CH:8][CH:7]=1)(=[O:5])=[O:4].[CH3:33]B(O)O.C(=O)([O-])[O-].[Na+].[Na+], predict the reaction product. The product is: [CH3:1][NH:2][S:3]([C:6]1[CH:32]=[CH:31][C:9]([CH2:10][NH:11][C:12]([C:14]2[C:15]3[CH:16]=[N:17][N:18]([C:24]4[CH:29]=[CH:28][C:27]([F:30])=[CH:26][CH:25]=4)[C:19]=3[CH:20]=[C:21]([CH3:33])[CH:22]=2)=[O:13])=[CH:8][CH:7]=1)(=[O:5])=[O:4].